This data is from Reaction yield outcomes from USPTO patents with 853,638 reactions. The task is: Predict the reaction yield, written as a fraction of the theoretical maximum amount of product (1.0 means a 100% yield; for example, 0.34 means a 34% yield). (1) The reactants are [Cl:1][C:2]1[CH:7]=[CH:6][C:5]([N:8]2[CH2:12][CH2:11][CH:10]([C:13](O)=[O:14])[CH2:9]2)=[CH:4][C:3]=1[C:16]1[NH:20][C:19]2[CH:21]=[CH:22][C:23]([CH3:25])=[CH:24][C:18]=2[N:17]=1.CN(C(ON1N=NC2C=CC=NC1=2)=[N+](C)C)C.F[P-](F)(F)(F)(F)F.[NH:50]1[CH2:55][CH2:54][O:53][CH2:52][CH2:51]1.C([O-])(O)=O.[Na+]. No catalyst specified. The product is [Cl:1][C:2]1[CH:7]=[CH:6][C:5]([N:8]2[CH2:12][CH2:11][CH:10]([C:13]([N:50]3[CH2:55][CH2:54][O:53][CH2:52][CH2:51]3)=[O:14])[CH2:9]2)=[CH:4][C:3]=1[C:16]1[NH:20][C:19]2[CH:21]=[CH:22][C:23]([CH3:25])=[CH:24][C:18]=2[N:17]=1. The yield is 0.460. (2) The reactants are [CH3:1][O:2][C:3]1[CH:20]=[CH:19][C:6]([CH2:7][NH:8][C:9]2[N+:10]([O-])=[CH:11][CH:12]=[C:13]([N+:15]([O-:17])=[O:16])[CH:14]=2)=[CH:5][CH:4]=1.P(Cl)(Cl)Cl. The catalyst is C(Cl)(Cl)Cl. The product is [CH3:1][O:2][C:3]1[CH:4]=[CH:5][C:6]([CH2:7][NH:8][C:9]2[CH:14]=[C:13]([N+:15]([O-:17])=[O:16])[CH:12]=[CH:11][N:10]=2)=[CH:19][CH:20]=1. The yield is 1.02. (3) The reactants are [NH2:1][C:2]1[CH:3]=[CH:4][C:5]([C:8]2[NH:13][N:12]=[C:11]([C:14]3[CH:19]=[CH:18][CH:17]=[CH:16][N:15]=3)[NH:10][N:9]=2)=[N:6][CH:7]=1.ClC1C(=O)C(C#N)=C(C#N)C(=O)C=1Cl. The catalyst is C1(C)C=CC=CC=1. The product is [NH2:1][C:2]1[CH:3]=[CH:4][C:5]([C:8]2[N:9]=[N:10][C:11]([C:14]3[CH:19]=[CH:18][CH:17]=[CH:16][N:15]=3)=[N:12][N:13]=2)=[N:6][CH:7]=1. The yield is 0.810. (4) The reactants are B(F)(F)[F:2].[CH2:5]([O:7][P:8]([N:13]1[CH:19]2[CH:14]1[CH2:15][CH2:16][N:17]([C:20]([O:22][CH2:23][C:24]1[CH:29]=[CH:28][CH:27]=[CH:26][CH:25]=1)=[O:21])[CH2:18]2)([O:10][CH2:11][CH3:12])=[O:9])[CH3:6]. The catalyst is C(Cl)Cl. The product is [CH2:5]([O:7][P:8]([NH:13][C@H:19]1[C@H:14]([F:2])[CH2:15][CH2:16][N:17]([C:20]([O:22][CH2:23][C:24]2[CH:29]=[CH:28][CH:27]=[CH:26][CH:25]=2)=[O:21])[CH2:18]1)([O:10][CH2:11][CH3:12])=[O:9])[CH3:6]. The yield is 0.170. (5) The reactants are [CH3:1][O:2][C:3]1[CH:4]=[CH:5][CH:6]=[C:7]2[C:12]=1[NH:11][C:10](=[O:13])[CH:9]([C:14]([O:16]CC)=[O:15])[CH2:8]2.[OH-].[Na+].Cl. The catalyst is CO.C1COCC1. The product is [CH3:1][O:2][C:3]1[CH:4]=[CH:5][CH:6]=[C:7]2[C:12]=1[NH:11][C:10](=[O:13])[CH:9]([C:14]([OH:16])=[O:15])[CH2:8]2. The yield is 0.901. (6) The reactants are [I-].[CH3:2][S+](C)C.[H-].[Na+].[C:8]1([CH:20]2[CH2:25][CH2:24][C:23](=[CH:26][C:27]#[N:28])[CH2:22][CH2:21]2)[N:9]=[N:10][N:11]2[C:16]=1[C:15]1[CH:17]=[CH:18][NH:19][C:14]=1[N:13]=[CH:12]2.O. The catalyst is CS(C)=O. The product is [C:8]1([CH:20]2[CH2:21][CH2:22][C:23]3([CH:26]([C:27]#[N:28])[CH2:2]3)[CH2:24][CH2:25]2)[N:9]=[N:10][N:11]2[C:16]=1[C:15]1[CH:17]=[CH:18][NH:19][C:14]=1[N:13]=[CH:12]2. The yield is 0.370. (7) The reactants are [H-].[Na+].[O:3]=[C:4]1[C:13]2[C:8](=[CH:9][CH:10]=[C:11]([C:14]([O:16][CH3:17])=[O:15])[CH:12]=2)[CH:7]=[CH:6][NH:5]1.[Br:18][CH2:19][CH2:20][CH2:21]Br. The catalyst is CN(C=O)C. The product is [Br:18][CH2:19][CH2:20][CH2:21][N:5]1[CH:6]=[CH:7][C:8]2[C:13](=[CH:12][C:11]([C:14]([O:16][CH3:17])=[O:15])=[CH:10][CH:9]=2)[C:4]1=[O:3]. The yield is 0.380. (8) The reactants are C[O:2][C:3]([C:5]1[C:10](Cl)=[CH:9][C:8](=[O:12])[N:7]([C:13]2[CH:18]=[CH:17][CH:16]=[CH:15][CH:14]=2)[N:6]=1)=[O:4].[Br:19][C:20]1[CH:26]=[CH:25][C:23]([NH2:24])=[C:22]([F:27])[CH:21]=1.C(=O)([O-])[O-].[Cs+].[Cs+].O. The catalyst is ClC1C=CC=CC=1Cl.CCOC(C)=O. The product is [Br:19][C:20]1[CH:26]=[CH:25][C:23]([NH:24][C:10]2[C:5]([C:3]([OH:2])=[O:4])=[N:6][N:7]([C:13]3[CH:18]=[CH:17][CH:16]=[CH:15][CH:14]=3)[C:8](=[O:12])[CH:9]=2)=[C:22]([F:27])[CH:21]=1. The yield is 0.430.